From a dataset of Forward reaction prediction with 1.9M reactions from USPTO patents (1976-2016). Predict the product of the given reaction. (1) Given the reactants [Br:1][C:2]1[C:20]([CH3:21])=[C:19]([N+:22]([O-:24])=[O:23])[CH:18]=[C:17]([Br:25])[C:3]=1[O:4][C:5]1[CH:6]=[C:7]([CH:14]([CH3:16])[CH3:15])[C:8]([OH:13])=[C:9]([CH:12]=1)[CH:10]=[O:11].[BH4-].[Na+], predict the reaction product. The product is: [Br:1][C:2]1[C:20]([CH3:21])=[C:19]([N+:22]([O-:24])=[O:23])[CH:18]=[C:17]([Br:25])[C:3]=1[O:4][C:5]1[CH:6]=[C:7]([CH:14]([CH3:16])[CH3:15])[C:8]([OH:13])=[C:9]([CH2:10][OH:11])[CH:12]=1. (2) Given the reactants [CH3:1][N:2]([CH3:11])[CH2:3][CH2:4][N:5]1[CH2:10][CH2:9][NH:8][CH2:7][CH2:6]1.CO[CH:14](OC)[CH2:15]Br.[Cl:19][C:20]1[CH:25]=[CH:24][C:23]([C@@H:26]2[C@:28]3([C:36]4[C:31](=[CH:32][CH:33]=[CH:34][CH:35]=4)[NH:30][C:29]3=[O:37])[CH2:27]2)=[CH:22][CH:21]=1, predict the reaction product. The product is: [Cl:19][C:20]1[CH:21]=[CH:22][C:23]([C@H:26]2[C@@:28]3([C:36]4[C:31](=[CH:32][CH:33]=[CH:34][CH:35]=4)[N:30]([CH2:14][CH2:15][N:8]4[CH2:9][CH2:10][N:5]([CH2:4][CH2:3][N:2]([CH3:11])[CH3:1])[CH2:6][CH2:7]4)[C:29]3=[O:37])[CH2:27]2)=[CH:24][CH:25]=1. (3) Given the reactants Br[C:2]1[CH:7]=[CH:6][C:5]([B:8]2[O:12][C:11]([CH3:14])([CH3:13])[C:10]([CH3:16])([CH3:15])[O:9]2)=[CH:4][CH:3]=1.[P:17]([O:22]C)([O:20][CH3:21])[O:18][CH3:19].N(C1(C#N)CCCCC1)=NC1(C#N)CCCCC1.C[Si]([SiH]([Si](C)(C)C)[Si](C)(C)C)(C)C, predict the reaction product. The product is: [CH3:19][O:18][P:17]([C:2]1[CH:7]=[CH:6][C:5]([B:8]2[O:12][C:11]([CH3:14])([CH3:13])[C:10]([CH3:16])([CH3:15])[O:9]2)=[CH:4][CH:3]=1)(=[O:22])[O:20][CH3:21]. (4) Given the reactants [NH2:1][C:2](=[S:15])[CH2:3][C:4]1[CH:5]=[C:6]([CH:12]=[CH:13][CH:14]=1)[C:7]([O:9][CH2:10]C)=[O:8].Br[CH2:17][C:18]([C:20]1[CH:25]=[CH:24][CH:23]=[C:22]([C:26]([F:29])([F:28])[F:27])[CH:21]=1)=O, predict the reaction product. The product is: [F:27][C:26]([F:28])([F:29])[C:22]1[CH:21]=[C:20]([C:18]2[N:1]=[C:2]([CH2:3][C:4]3[CH:5]=[C:6]([CH:12]=[CH:13][CH:14]=3)[C:7]([O:9][CH3:10])=[O:8])[S:15][CH:17]=2)[CH:25]=[CH:24][CH:23]=1. (5) Given the reactants [Cl:1][C:2]1[N:7]=[C:6]([C:8]2[S:12][C:11]([CH:13]([CH3:15])[CH3:14])=[N:10][C:9]=2[C:16]2[C:17]([F:23])=[C:18]([CH:20]=[CH:21][CH:22]=2)[NH2:19])[CH:5]=[CH:4][N:3]=1.[N:24]1[CH:29]=[CH:28][CH:27]=[C:26]([S:30](Cl)(=[O:32])=[O:31])[CH:25]=1, predict the reaction product. The product is: [Cl:1][C:2]1[N:7]=[C:6]([C:8]2[S:12][C:11]([CH:13]([CH3:15])[CH3:14])=[N:10][C:9]=2[C:16]2[C:17]([F:23])=[C:18]([NH:19][S:30]([C:26]3[CH:25]=[N:24][CH:29]=[CH:28][CH:27]=3)(=[O:32])=[O:31])[CH:20]=[CH:21][CH:22]=2)[CH:5]=[CH:4][N:3]=1. (6) The product is: [Cl:1][C:2]1[CH:10]=[CH:9][CH:8]=[C:7]2[C:3]=1[C:4]([C:17]([NH:19][CH2:20][CH:21]1[CH2:26][CH2:25][C:24]([F:28])([F:27])[CH2:23][CH2:22]1)=[O:18])=[CH:5][N:6]2[CH2:11][CH:12]1[CH2:16][CH2:15][CH2:14][N:13]1[CH:32]1[CH2:34][CH2:33]1. Given the reactants [Cl:1][C:2]1[CH:10]=[CH:9][CH:8]=[C:7]2[C:3]=1[C:4]([C:17]([NH:19][CH2:20][CH:21]1[CH2:26][CH2:25][C:24]([F:28])([F:27])[CH2:23][CH2:22]1)=[O:18])=[CH:5][N:6]2[CH2:11][CH:12]1[CH2:16][CH2:15][CH2:14][NH:13]1.C(O[C:32]1(O[Si](C)(C)C)[CH2:34][CH2:33]1)C.[BH3-]C#N.[Na+].CC(O)=O.C([O-])(O)=O.[Na+], predict the reaction product. (7) Given the reactants Cl[C:2]1[N:11]=[C:10]([NH:12][CH2:13][C:14]2[CH:19]=[CH:18][C:17]([NH:20][C:21]([CH:23]3[CH2:28][CH2:27][N:26]([CH2:29][C:30]4[CH:35]=[CH:34][C:33]([F:36])=[CH:32][CH:31]=4)[CH2:25][CH2:24]3)=[O:22])=[CH:16][CH:15]=2)[C:9]2[C:4](=[CH:5][CH:6]=[C:7]([C:37]([F:40])([F:39])[F:38])[CH:8]=2)[N:3]=1.[NH:41]1[CH2:45][CH2:44][CH2:43][CH2:42]1, predict the reaction product. The product is: [F:36][C:33]1[CH:34]=[CH:35][C:30]([CH2:29][N:26]2[CH2:27][CH2:28][CH:23]([C:21]([NH:20][C:17]3[CH:18]=[CH:19][C:14]([CH2:13][NH:12][C:10]4[C:9]5[C:4](=[CH:5][CH:6]=[C:7]([C:37]([F:40])([F:39])[F:38])[CH:8]=5)[N:3]=[C:2]([N:41]5[CH2:45][CH2:44][CH2:43][CH2:42]5)[N:11]=4)=[CH:15][CH:16]=3)=[O:22])[CH2:24][CH2:25]2)=[CH:31][CH:32]=1. (8) Given the reactants [Br:1][C:2]1[CH:7]=[CH:6][C:5]([N+:8]([O-:10])=[O:9])=[C:4](F)[CH:3]=1.[CH3:12][C:13]1[CH:20]=[CH:19][C:18]([CH3:21])=[CH:17][C:14]=1[CH2:15][NH2:16], predict the reaction product. The product is: [Br:1][C:2]1[CH:7]=[CH:6][C:5]([N+:8]([O-:10])=[O:9])=[C:4]([CH:3]=1)[NH:16][CH2:15][C:14]1[CH:17]=[C:18]([CH3:21])[CH:19]=[CH:20][C:13]=1[CH3:12]. (9) The product is: [O:38]1[C:33]2[CH:32]=[CH:37][CH:36]=[CH:27][C:28]=2[N:29]=[C:30]1[NH:1][C:2]1[CH:3]=[CH:4][C:5]([C:8]2[C:16]3[C:15]([NH2:17])=[N:14][CH:13]=[N:12][C:11]=3[S:10][C:9]=2[CH3:18])=[CH:6][CH:7]=1. Given the reactants [NH2:1][C:2]1[CH:7]=[CH:6][C:5]([C:8]2[C:16]3[C:15]([NH2:17])=[N:14][CH:13]=[N:12][C:11]=3[S:10][C:9]=2[CH3:18])=[CH:4][CH:3]=1.[CH:27]1N=[CH:30][N:29](C(N2[CH:30]=[N:29][CH:28]=[CH:27]2)=S)[CH:28]=1.N[C:32]1[CH:37]=[CH:36]C=C[C:33]=1[OH:38].Cl.C(N=C=NCCCN(C)C)C, predict the reaction product. (10) Given the reactants [C@@H:1]12[CH2:7][C@@H:4]([CH2:5][CH2:6]1)[CH2:3][C@@H:2]2[NH:8][C:9]1[S:10][C:11]([CH2:19][CH2:20][OH:21])([CH2:15][C:16]([CH3:18])=[CH2:17])[C:12](=[O:14])[N:13]=1.OS(O)(=O)=O, predict the reaction product. The product is: [C@@H:1]12[CH2:7][C@@H:4]([CH2:5][CH2:6]1)[CH2:3][C@@H:2]2[NH:8][C:9]1[S:10][C:11]2([CH2:19][CH2:20][O:21][C:16]([CH3:18])([CH3:17])[CH2:15]2)[C:12](=[O:14])[N:13]=1.